Dataset: Experimentally validated miRNA-target interactions with 360,000+ pairs, plus equal number of negative samples. Task: Binary Classification. Given a miRNA mature sequence and a target amino acid sequence, predict their likelihood of interaction. (1) The miRNA is hsa-miR-1277-5p with sequence AAAUAUAUAUAUAUAUGUACGUAU. The protein sequence of the target gene is MAGGAGWAGAPAALLRSVRRLREVFEVCGRDPDGFLRVERVAALGLRFGQGEEVEKLVKCLDPNDLGRINFKDFCRGVFAMKGCEELLKDVLSVESAGTLPCSPDIPDCVEQGSDFSGSTDGEQLPREPDFFQEDEEEAMTLALPEGPQELDMDSPMESSQGPEGSVKGCGEEKEPELGGLFLPEDKCLVLTPSVTTSDLSTHSTASLISNEEQFEDYGEGDDVDCAPSSPCPDDETRTNVYSDLGSSVSSSAGQTPRKMRHAYNSELLDVYCSQCCKKINLLNDLEARLKNLKANSPNR.... Result: 0 (no interaction). (2) The miRNA is hsa-miR-4694-3p with sequence CAAAUGGACAGGAUAACACCU. The protein sequence of the target gene is MEEGKMDENEWGYHGEGNKSLVVAHAQRCVVLRFLKFPPNRKKTSEEIFQHLQNIVDFGKNVMKEFLGENYVHYGEVVQLPLEFVKQLCLKIQSERPESRCDKDLDTLSGYAMCLPNLTRLQTYRFAEHRPILCVEIKPKCGFIPFSSDVTHEMKHKVCRYCMHQHLKVATGKWKQISKYCPLDLYSGNKQRMHFALKSLLQEAQNNLKIFKNGELIYGCKDARSPVADWSELAHHLKPFFFPSNGLASGPHCTRAVIRELVHVITRVLLSGSDKGRAGTLSPGLGPQGPRVCEASPFSR.... Result: 0 (no interaction).